Task: Predict the reactants needed to synthesize the given product.. Dataset: Full USPTO retrosynthesis dataset with 1.9M reactions from patents (1976-2016) (1) Given the product [C:1]([N:4]1[C:12]2[C:7](=[CH:8][C:9]([O:44][CH3:45])=[C:10]([NH:13][C:14]3[NH:19][C:18]4=[N:20][CH:21]=[CH:22][C:17]4=[C:16]([NH:33][C:34]4[CH:42]=[CH:41][CH:40]=[C:39]([F:43])[C:35]=4[C:36]([NH2:38])=[O:37])[N:15]=3)[CH:11]=2)[CH2:6][CH2:5]1)(=[O:3])[CH3:2], predict the reactants needed to synthesize it. The reactants are: [C:1]([N:4]1[C:12]2[C:7](=[CH:8][C:9]([O:44][CH3:45])=[C:10]([NH:13][C:14]3[N:15]=[C:16]([NH:33][C:34]4[CH:42]=[CH:41][CH:40]=[C:39]([F:43])[C:35]=4[C:36]([NH2:38])=[O:37])[C:17]4[CH:22]=[CH:21][N:20](S(C5C=CC(C)=CC=5)(=O)=O)[C:18]=4[N:19]=3)[CH:11]=2)[CH2:6][CH2:5]1)(=[O:3])[CH3:2].C[O-].[Na+].[Na+].[Cl-]. (2) Given the product [OH:14][CH2:13][C:9]1[N:8]([CH2:1][C:2]2[CH:3]=[CH:4][CH:5]=[CH:6][CH:7]=2)[C:12]([CH2:15][OH:18])=[CH:11][N:10]=1, predict the reactants needed to synthesize it. The reactants are: [CH2:1]([N:8]1[CH:12]=[CH:11][N:10]=[CH:9]1)[C:2]1[CH:7]=[CH:6][CH:5]=[CH:4][CH:3]=1.[CH2:13]=[O:14].[C:15]([O-:18])(=O)C.[Na+]. (3) Given the product [NH:26]([C:15]([C@@H:12]1[CH2:11][CH2:10][C@H:9]([NH:8][C:6](=[O:7])[O:5][C:1]([CH3:2])([CH3:3])[CH3:4])[CH2:14][CH2:13]1)=[O:17])[C:27]1[CH:32]=[CH:31][CH:30]=[CH:29][CH:28]=1, predict the reactants needed to synthesize it. The reactants are: [C:1]([O:5][C:6]([NH:8][C@@H:9]1[CH2:14][CH2:13][C@H:12]([C:15]([OH:17])=O)[CH2:11][CH2:10]1)=[O:7])([CH3:4])([CH3:3])[CH3:2].CN(C(O[N:26]1N=N[C:32]2[C:27]1=[CH:28][CH:29]=[CH:30][CH:31]=2)=[N+](C)C)C.F[P-](F)(F)(F)(F)F.CCN(C(C)C)C(C)C.NC1C=CC=CC=1. (4) Given the product [Cl:1][C:2]1[N:10]=[C:9]([CH3:11])[CH:8]=[CH:7][C:3]=1[C:4]([O:6][CH3:12])=[O:5], predict the reactants needed to synthesize it. The reactants are: [Cl:1][C:2]1[N:10]=[C:9]([CH3:11])[CH:8]=[CH:7][C:3]=1[C:4]([OH:6])=[O:5].[CH3:12]N(C=O)C.C(Cl)(=O)C(Cl)=O. (5) Given the product [CH2:32]([O:31][C:29](=[O:30])[NH:18][CH2:17][CH:14]1[CH2:13][C:12]2[CH:11]=[CH:10][CH:9]=[C:8]([C:3]3[CH:4]=[CH:5][CH:6]=[CH:7][C:2]=3[Cl:1])[C:16]=2[O:15]1)[C:33]1[CH:38]=[CH:37][CH:36]=[CH:35][CH:34]=1, predict the reactants needed to synthesize it. The reactants are: [Cl:1][C:2]1[CH:7]=[CH:6][CH:5]=[CH:4][C:3]=1[C:8]1[C:16]2[O:15][CH:14]([CH2:17][NH2:18])[CH2:13][C:12]=2[CH:11]=[CH:10][CH:9]=1.C(N(C(C)C)CC)(C)C.Cl[C:29]([O:31][CH2:32][C:33]1[CH:38]=[CH:37][CH:36]=[CH:35][CH:34]=1)=[O:30].C1(C2C3OC(CNC(=O)OCC4C=CC=CC=4)CC=3C=CC=2)CCCC1. (6) The reactants are: F[C:2]1[C:7]([N+:8]([O-:10])=[O:9])=[CH:6][CH:5]=[CH:4][N:3]=1.[F:11][CH:12]([F:15])[CH2:13][OH:14]. Given the product [F:11][CH:12]([F:15])[CH2:13][O:14][C:2]1[C:7]([N+:8]([O-:10])=[O:9])=[CH:6][CH:5]=[CH:4][N:3]=1, predict the reactants needed to synthesize it. (7) Given the product [C:1]([OH:4])(=[O:3])[CH3:2].[CH3:5][NH:6][CH2:7][C:8]([O:10][C@H:11]([CH3:48])[CH2:12][N:13]1[C:17]([CH3:18])=[C:16]([C:19](=[O:40])[NH:20][C:21]2[CH:26]=[CH:25][C:24]([O:27][C:28]3[C:37]4[C:32](=[CH:33][C:34]([O:38][CH3:39])=[CH:35][CH:36]=4)[N:31]=[CH:30][CH:29]=3)=[CH:23][N:22]=2)[C:15](=[O:41])[N:14]1[C:42]1[CH:43]=[CH:44][CH:45]=[CH:46][CH:47]=1)=[O:9], predict the reactants needed to synthesize it. The reactants are: [C:1]([OH:4])(=[O:3])[CH3:2].[CH3:5][NH:6][CH2:7][C:8]([O:10][C@H:11]([CH3:48])[CH2:12][N:13]1[C:17]([CH3:18])=[C:16]([C:19](=[O:40])[NH:20][C:21]2[CH:26]=[CH:25][C:24]([O:27][C:28]3[C:37]4[C:32](=[CH:33][C:34]([O:38][CH3:39])=[CH:35][CH:36]=4)[N:31]=[CH:30][CH:29]=3)=[CH:23][N:22]=2)[C:15](=[O:41])[N:14]1[C:42]1[CH:47]=[CH:46][CH:45]=[CH:44][CH:43]=1)=[O:9].